From a dataset of Forward reaction prediction with 1.9M reactions from USPTO patents (1976-2016). Predict the product of the given reaction. (1) Given the reactants [F:1][CH:2]1[C:7](=[O:8])[CH2:6][CH2:5][N:4]([C:9]([O:11][C:12]([CH3:15])([CH3:14])[CH3:13])=[O:10])[CH2:3]1.B(F)(F)F.[N+](=[CH:22][C:23]([O:25][CH2:26][CH3:27])=[O:24])=[N-].O=C1CCCCN1, predict the reaction product. The product is: [F:1][CH:2]1[CH2:3][N:4]([C:9]([O:11][C:12]([CH3:15])([CH3:14])[CH3:13])=[O:10])[CH2:5][CH2:6][CH:22]([C:23]([O:25][CH2:26][CH3:27])=[O:24])[C:7]1=[O:8]. (2) Given the reactants CC([O-])(C)C.[K+].[CH3:7]/[CH:8]=[CH:9]\[CH3:10].[Li]CCCC.C([O:19][B:20](OC(C)C)[O:21]C(C)C)(C)C.C([K])/C=C\C.Cl.[Na+].[Cl-].[C:37]([C@@H:43]([C@H:45]([C:47]([O:49][CH:50]([CH3:52])[CH3:51])=[O:48])[OH:46])[OH:44])([O:39][CH:40]([CH3:42])[CH3:41])=[O:38], predict the reaction product. The product is: [CH2:7]([B:20]([OH:21])[OH:19])/[CH:8]=[CH:9]\[CH3:10].[C:47]([C@@H:45]([C@H:43]([C:37]([O:39][CH:40]([CH3:42])[CH3:41])=[O:38])[OH:44])[OH:46])([O:49][CH:50]([CH3:51])[CH3:52])=[O:48]. (3) Given the reactants [CH2:1]([NH:8][C:9]1[C:18]2[CH:17]=[N:16][CH:15]=[N:14][C:13]=2[N:12]([O:19]CC2C=CC=CC=2)[C:11](=[O:27])[C:10]=1[C:28]1[CH:33]=[CH:32][CH:31]=[CH:30][CH:29]=1)[C:2]1[CH:7]=[CH:6][CH:5]=[CH:4][CH:3]=1.CO.[H][H], predict the reaction product. The product is: [CH2:1]([NH:8][C:9]1[C:18]2[CH:17]=[N:16][CH:15]=[N:14][C:13]=2[N:12]([OH:19])[C:11](=[O:27])[C:10]=1[C:28]1[CH:33]=[CH:32][CH:31]=[CH:30][CH:29]=1)[C:2]1[CH:3]=[CH:4][CH:5]=[CH:6][CH:7]=1. (4) Given the reactants Cl[C:2]1[CH:7]=[CH:6][C:5]([N+:8]([O-:10])=[O:9])=[C:4]([O:11][C:12]2[CH:17]=[CH:16][CH:15]=[CH:14][CH:13]=2)[CH:3]=1.[C:18]([N:25]1[CH2:30][CH2:29][NH:28][CH2:27][CH2:26]1)([O:20][C:21]([CH3:24])([CH3:23])[CH3:22])=[O:19].C(=O)([O-])[O-], predict the reaction product. The product is: [N+:8]([C:5]1[CH:6]=[CH:7][C:2]([N:28]2[CH2:27][CH2:26][N:25]([C:18]([O:20][C:21]([CH3:24])([CH3:23])[CH3:22])=[O:19])[CH2:30][CH2:29]2)=[CH:3][C:4]=1[O:11][C:12]1[CH:17]=[CH:16][CH:15]=[CH:14][CH:13]=1)([O-:10])=[O:9]. (5) Given the reactants [CH2:1]([O:3][C:4]([C:6]1[C:7](=[O:30])[NH:8][C:9]2[C:14]([C:15]=1[N:16]1[CH2:21][CH2:20][N:19]([C:22]([C:24]3[S:25][CH:26]=[CH:27][CH:28]=3)=[O:23])[CH2:18][CH2:17]1)=[CH:13][C:12]([Cl:29])=[CH:11][N:10]=2)=[O:5])[CH3:2].Br[CH2:32][C:33]([C:35]1[CH:40]=[CH:39][CH:38]=[CH:37][CH:36]=1)=[O:34], predict the reaction product. The product is: [CH2:1]([O:3][C:4]([C:6]1[C:7](=[O:30])[N:8]([CH2:32][C:33](=[O:34])[C:35]2[CH:40]=[CH:39][CH:38]=[CH:37][CH:36]=2)[C:9]2[C:14]([C:15]=1[N:16]1[CH2:21][CH2:20][N:19]([C:22]([C:24]3[S:25][CH:26]=[CH:27][CH:28]=3)=[O:23])[CH2:18][CH2:17]1)=[CH:13][C:12]([Cl:29])=[CH:11][N:10]=2)=[O:5])[CH3:2]. (6) Given the reactants Br[C:2]1[N:7]=[C:6]2[S:8][C:9]([NH:11][C:12](=[O:23])[C:13]3[CH:18]=[CH:17][C:16]([C:19]([OH:22])([CH3:21])[CH3:20])=[CH:15][CH:14]=3)=[N:10][C:5]2=[CH:4][CH:3]=1.[CH3:24][N:25]1[C:29](B2OC(C)(C)C(C)(C)O2)=[CH:28][CH:27]=[N:26]1, predict the reaction product. The product is: [OH:22][C:19]([C:16]1[CH:17]=[CH:18][C:13]([C:12]([NH:11][C:9]2[S:8][C:6]3[C:5]([N:10]=2)=[CH:4][CH:3]=[C:2]([C:29]2[N:25]([CH3:24])[N:26]=[CH:27][CH:28]=2)[N:7]=3)=[O:23])=[CH:14][CH:15]=1)([CH3:21])[CH3:20]. (7) Given the reactants [Cl:1][C:2]1[CH:7]=[C:6]([Cl:8])[CH:5]=[CH:4][C:3]=1[CH:9]1[CH2:12][CH2:11][CH:10]1[NH2:13].C(N(CC)CC)C.[F:21][CH:22]([F:32])[C:23]1[C:27]([C:28](Cl)=[O:29])=[CH:26][N:25]([CH3:31])[N:24]=1, predict the reaction product. The product is: [Cl:1][C:2]1[CH:7]=[C:6]([Cl:8])[CH:5]=[CH:4][C:3]=1[C@H:9]1[CH2:12][CH2:11][C@H:10]1[NH:13][C:28]([C:27]1[C:23]([CH:22]([F:32])[F:21])=[N:24][N:25]([CH3:31])[CH:26]=1)=[O:29].[Cl:1][C:2]1[CH:7]=[C:6]([Cl:8])[CH:5]=[CH:4][C:3]=1[C@@H:9]1[CH2:12][CH2:11][C@H:10]1[NH:13][C:28]([C:27]1[C:23]([CH:22]([F:32])[F:21])=[N:24][N:25]([CH3:31])[CH:26]=1)=[O:29].